From a dataset of Catalyst prediction with 721,799 reactions and 888 catalyst types from USPTO. Predict which catalyst facilitates the given reaction. (1) Product: [CH3:1][O:2][C:3]1[CH:4]=[C:5]([CH:6]=[CH:7][C:8]=1[O:9][CH3:10])/[CH:11]=[CH:12]/[C:13]1[NH:23][C:16]2[CH:21]=[CH:20][CH:19]=[CH:18][C:17]=2[N:22]=1. Reactant: [CH3:1][O:2][C:3]1[CH:4]=[C:5](/[CH:11]=[CH:12]/[C:13](O)=O)[CH:6]=[CH:7][C:8]=1[O:9][CH3:10].[C:16]1([NH2:23])[CH:21]=[CH:20][CH:19]=[CH:18][C:17]=1[NH2:22].S(=O)(=O)(O)O.C([O-])(O)=O.[Na+]. The catalyst class is: 746. (2) Product: [F:19][C:18]([F:21])([F:20])[C:15]1[CH:16]=[C:17]2[C:12]([CH:11]=[CH:10][N:9]=[C:8]2[NH2:26])=[CH:13][CH:14]=1. The catalyst class is: 6. Reactant: O([C:8]1[C:17]2[C:12](=[CH:13][CH:14]=[C:15]([C:18]([F:21])([F:20])[F:19])[CH:16]=2)[CH:11]=[CH:10][N:9]=1)C1C=CC=CC=1.C([O-])(=O)C.[NH4+:26].[OH-].[Na+]. (3) Reactant: C[O-].[Na+].[C:4]([S:7][CH2:8][C@@H:9]1[C@@H:13]([OH:14])[CH2:12][N:11]([C:15]([O:17][C:18]([CH3:21])([CH3:20])[CH3:19])=[O:16])[CH2:10]1)(=O)[CH3:5].Cl[C:23]1[CH:28]=[N:27]C=C[N:24]=1.O. Product: [OH:14][C@@H:13]1[C@@H:9]([CH2:8][S:7][C:4]2[CH:5]=[N:27][CH:28]=[CH:23][N:24]=2)[CH2:10][N:11]([C:15]([O:17][C:18]([CH3:21])([CH3:20])[CH3:19])=[O:16])[CH2:12]1. The catalyst class is: 5. (4) Reactant: [OH:1][C:2]1[C:9]([C:10]2([CH3:13])[CH2:12][CH2:11]2)=[CH:8][CH:7]=[CH:6][C:3]=1[CH:4]=[O:5].[Br-:14].[Br-].[Br-].C([N+](CCCC)(CCCC)CCCC)CCC.C([N+](CCCC)(CCCC)CCCC)CCC.C([N+](CCCC)(CCCC)CCCC)CCC. Product: [Br:14][C:7]1[CH:8]=[C:9]([C:10]2([CH3:13])[CH2:11][CH2:12]2)[C:2]([OH:1])=[C:3]([CH:6]=1)[CH:4]=[O:5]. The catalyst class is: 61. (5) Reactant: O[CH2:2][CH:3]1[CH2:8][CH2:7][CH2:6][CH2:5][N:4]1[C:9]([O:11][C:12]([CH3:15])([CH3:14])[CH3:13])=[O:10].[Cl:16][C:17]1[CH:25]=[CH:24][CH:23]=[C:22]2[C:18]=1[C:19]([C:26]([NH:28][CH2:29][CH:30]1[CH2:35][CH2:34][C:33]([F:37])([F:36])[CH2:32][CH2:31]1)=[O:27])=[CH:20][NH:21]2. Product: [Cl:16][C:17]1[CH:25]=[CH:24][CH:23]=[C:22]2[C:18]=1[C:19]([C:26](=[O:27])[NH:28][CH2:29][CH:30]1[CH2:31][CH2:32][C:33]([F:37])([F:36])[CH2:34][CH2:35]1)=[CH:20][N:21]2[CH2:2][CH:3]1[CH2:8][CH2:7][CH2:6][CH2:5][N:4]1[C:9]([O:11][C:12]([CH3:15])([CH3:14])[CH3:13])=[O:10]. The catalyst class is: 11. (6) The catalyst class is: 5. Product: [F:48][C:42]1[CH:43]=[CH:44][CH:45]=[C:46]([F:47])[C:41]=1[CH2:40][CH2:39][C:28]1[CH:29]=[C:30]([OH:31])[C:25](=[O:24])[NH:26][N:27]=1. Reactant: OC1C(=O)NN=C(CCC2C=CC=CC=2)C=1.C([O:24][C:25]1[N:26]=[N:27][C:28]([C:39]#[C:40][C:41]2[C:46]([F:47])=[CH:45][CH:44]=[CH:43][C:42]=2[F:48])=[CH:29][C:30]=1[O:31]CC1C=CC=CC=1)C1C=CC=CC=1. (7) Reactant: [O:1]1[CH2:6][CH2:5][N:4]([C:7]2[CH:13]=[CH:12][C:10]([NH2:11])=[CH:9][CH:8]=2)[CH2:3][CH2:2]1.[F:14][C:15]([F:27])([F:26])[O:16][C:17]1[CH:22]=[CH:21][C:20]([N:23]=[C:24]=[O:25])=[CH:19][CH:18]=1. Product: [N:4]1([C:7]2[CH:13]=[CH:12][C:10]([NH:11][C:24]([NH:23][C:20]3[CH:21]=[CH:22][C:17]([O:16][C:15]([F:14])([F:26])[F:27])=[CH:18][CH:19]=3)=[O:25])=[CH:9][CH:8]=2)[CH2:3][CH2:2][O:1][CH2:6][CH2:5]1. The catalyst class is: 2.